From a dataset of HIV replication inhibition screening data with 41,000+ compounds from the AIDS Antiviral Screen. Binary Classification. Given a drug SMILES string, predict its activity (active/inactive) in a high-throughput screening assay against a specified biological target. (1) The compound is Clc1ccc(CN2COc3c(ccc4cccnc34)C2)cc1Cl. The result is 0 (inactive). (2) The compound is Cc1ccc(N=Nc2cc(O)nc(O)n2)cc1C. The result is 0 (inactive). (3) The drug is CCCCCc1nnc2n1N=C(c1ccc(Cl)cc1)CS2. The result is 0 (inactive). (4) The compound is O=S(=O)(Nc1ccc(NS(=O)(=O)c2ccccc2)c(N2N=N2)c1)c1ccccc1. The result is 0 (inactive).